This data is from Peptide-MHC class II binding affinity with 134,281 pairs from IEDB. The task is: Regression. Given a peptide amino acid sequence and an MHC pseudo amino acid sequence, predict their binding affinity value. This is MHC class II binding data. The peptide sequence is AYDTYKCIPSLEAAV. The MHC is DRB1_0404 with pseudo-sequence DRB1_0404. The binding affinity (normalized) is 0.771.